This data is from Full USPTO retrosynthesis dataset with 1.9M reactions from patents (1976-2016). The task is: Predict the reactants needed to synthesize the given product. (1) The reactants are: C([O:4][C:5]1[CH:10]=[CH:9][C:8]([CH2:11][N:12]2[C:17]3=[N:18][N:19]([CH2:27][C:28]4[C:37]5[C:32](=[CH:33][CH:34]=[CH:35][CH:36]=5)[CH:31]=[CH:30][CH:29]=4)[C:20]([C:21]4[CH:26]=[CH:25][N:24]=[CH:23][CH:22]=4)=[C:16]3[C:15](=[O:38])[N:14]([CH3:39])[C:13]2=[O:40])=[CH:7][CH:6]=1)(=O)C.[Li+].[OH-]. Given the product [OH:4][C:5]1[CH:6]=[CH:7][C:8]([CH2:11][N:12]2[C:17]3=[N:18][N:19]([CH2:27][C:28]4[C:37]5[C:32](=[CH:33][CH:34]=[CH:35][CH:36]=5)[CH:31]=[CH:30][CH:29]=4)[C:20]([C:21]4[CH:22]=[CH:23][N:24]=[CH:25][CH:26]=4)=[C:16]3[C:15](=[O:38])[N:14]([CH3:39])[C:13]2=[O:40])=[CH:9][CH:10]=1, predict the reactants needed to synthesize it. (2) Given the product [C:1]([O:4][CH2:5][CH2:6][CH:7]([Br:30])[C:8]1[CH:13]=[C:12]([Br:14])[CH:11]=[CH:10][C:9]=1[S:15](=[O:21])(=[O:22])[NH:16][C:17]([CH3:18])([CH3:20])[CH3:19])(=[O:3])[CH3:2], predict the reactants needed to synthesize it. The reactants are: [C:1]([O:4][CH2:5][CH2:6][CH2:7][C:8]1[CH:13]=[C:12]([Br:14])[CH:11]=[CH:10][C:9]=1[S:15](=[O:22])(=[O:21])[NH:16][C:17]([CH3:20])([CH3:19])[CH3:18])(=[O:3])[CH3:2].C1C(=O)N([Br:30])C(=O)C1.CC(N=NC(C#N)(C)C)(C#N)C. (3) Given the product [Cl:20][C:9]1[C:10]2[CH:15]=[CH:14][S:13][C:11]=2[N:12]=[C:7]([C:3]2[CH:2]=[N:1][CH:6]=[CH:5][CH:4]=2)[N:8]=1, predict the reactants needed to synthesize it. The reactants are: [N:1]1[CH:6]=[CH:5][CH:4]=[C:3]([C:7]2[NH:8][C:9](=O)[C:10]3[CH:15]=[CH:14][S:13][C:11]=3[N:12]=2)[CH:2]=1.O.O=P(Cl)(Cl)[Cl:20]. (4) Given the product [CH:8]([Si:7]([CH:14]([CH3:16])[CH3:15])([CH:11]([CH3:13])[CH3:12])[N:4]1[CH:5]=[CH:6][C:2]([B:24]([OH:25])[OH:23])=[CH:3]1)([CH3:10])[CH3:9], predict the reactants needed to synthesize it. The reactants are: Br[C:2]1[CH:6]=[CH:5][N:4]([Si:7]([CH:14]([CH3:16])[CH3:15])([CH:11]([CH3:13])[CH3:12])[CH:8]([CH3:10])[CH3:9])[CH:3]=1.C([Li])(C)(C)C.C[O:23][B:24](OC)[O:25]C.CO.